Dataset: Full USPTO retrosynthesis dataset with 1.9M reactions from patents (1976-2016). Task: Predict the reactants needed to synthesize the given product. (1) The reactants are: [N:1]1([C:7](Cl)=[O:8])[CH2:6][CH2:5][CH2:4][CH2:3][CH2:2]1.C(N(CC)C(C)C)(C)C.[C:19]([O:23][C:24]([N:26]1[CH2:31][CH2:30][N:29]([C:32]2[C:52]([F:53])=[CH:51][C:35]3[N:36]=[C:37]([C:39]4[C:43]([NH2:44])=[CH:42][N:41]([CH:45]5[CH2:50][CH2:49][CH2:48][CH2:47][O:46]5)[N:40]=4)[NH:38][C:34]=3[CH:33]=2)[CH2:28][CH2:27]1)=[O:25])([CH3:22])([CH3:21])[CH3:20].C(=O)(O)[O-].[Na+]. Given the product [C:19]([O:23][C:24]([N:26]1[CH2:31][CH2:30][N:29]([C:32]2[C:52]([F:53])=[CH:51][C:35]3[N:36]=[C:37]([C:39]4[C:43]([NH:44][C:7]([N:1]5[CH2:6][CH2:5][CH2:4][CH2:3][CH2:2]5)=[O:8])=[CH:42][N:41]([CH:45]5[CH2:50][CH2:49][CH2:48][CH2:47][O:46]5)[N:40]=4)[NH:38][C:34]=3[CH:33]=2)[CH2:28][CH2:27]1)=[O:25])([CH3:22])([CH3:20])[CH3:21], predict the reactants needed to synthesize it. (2) Given the product [Br:1][C:2]1[CH:7]=[CH:6][C:5]([N:8]2[C:17]3[C:12](=[CH:13][C:14]([S:18]([NH:42][C:38]4[N:37]=[N:36][CH:41]=[CH:40][CH:39]=4)(=[O:20])=[O:21])=[CH:15][CH:16]=3)[CH:11]=[CH:10][C:9]2=[O:33])=[C:4]([O:34][CH3:35])[CH:3]=1, predict the reactants needed to synthesize it. The reactants are: [Br:1][C:2]1[CH:7]=[CH:6][C:5]([N:8]2[C:17]3[C:12](=[CH:13][C:14]([S:18]([O:21]C4C(F)=C(F)C(F)=C(F)C=4F)(=[O:20])=O)=[CH:15][CH:16]=3)[CH:11]=[CH:10][C:9]2=[O:33])=[C:4]([O:34][CH3:35])[CH:3]=1.[N:36]1[CH:41]=[CH:40][CH:39]=[C:38]([NH2:42])[N:37]=1.C[Si]([N-][Si](C)(C)C)(C)C.[Li+]. (3) Given the product [CH3:1][N:2]([CH3:22])[CH2:3][CH2:4][O:5][CH2:6][C:7]([NH:9][C@H:10]1[CH2:14][CH2:13][NH:12][CH2:11]1)=[O:8].[F:23][C:24]([F:29])([F:28])[C:25]([O-:27])=[O:26], predict the reactants needed to synthesize it. The reactants are: [CH3:1][N:2]([CH3:22])[CH2:3][CH2:4][O:5][CH2:6][C:7]([NH:9][C@H:10]1[CH2:14][CH2:13][N:12](C(OC(C)(C)C)=O)[CH2:11]1)=[O:8].[F:23][C:24]([F:29])([F:28])[C:25]([OH:27])=[O:26]. (4) Given the product [Cl:6][CH:7]([C:8]1[N:18]([C:19]2[CH:24]=[C:23]([F:25])[CH:22]=[C:21]([F:26])[CH:20]=2)[C:16](=[O:17])[C:12]2[S:13][CH:14]=[CH:15][C:11]=2[N:10]=1)[CH2:27][CH3:28], predict the reactants needed to synthesize it. The reactants are: Cl[Si](C)(C)C.[Cl:6][CH:7]([CH2:27][CH3:28])[C:8]([NH:10][C:11]1[CH:15]=[CH:14][S:13][C:12]=1[C:16]([NH:18][C:19]1[CH:24]=[C:23]([F:25])[CH:22]=[C:21]([F:26])[CH:20]=1)=[O:17])=O.C(N(CC)CC)C. (5) Given the product [CH2:1]([O:4][C:5](=[O:25])[CH2:6][CH2:7][C@H:8]([NH:15][C:16]([C:18]1[CH:23]=[CH:22][C:21]([C:27]#[N:28])=[CH:20][CH:19]=1)=[O:17])[CH2:9][O:10][CH2:11][O:12][CH2:13][CH3:14])[CH:2]=[CH2:3], predict the reactants needed to synthesize it. The reactants are: [CH2:1]([O:4][C:5](=[O:25])[CH2:6][CH2:7][C@H:8]([NH:15][C:16]([C:18]1[CH:23]=[CH:22][C:21](I)=[CH:20][CH:19]=1)=[O:17])[CH2:9][O:10][CH2:11][O:12][CH2:13][CH3:14])[CH:2]=[CH2:3].[Cu](C#N)[C:27]#[N:28].